This data is from TCR-epitope binding with 47,182 pairs between 192 epitopes and 23,139 TCRs. The task is: Binary Classification. Given a T-cell receptor sequence (or CDR3 region) and an epitope sequence, predict whether binding occurs between them. The epitope is LLLGIGILV. The TCR CDR3 sequence is CASSHWGVEGQVFLGSGANVLTF. Result: 0 (the TCR does not bind to the epitope).